Dataset: Catalyst prediction with 721,799 reactions and 888 catalyst types from USPTO. Task: Predict which catalyst facilitates the given reaction. (1) Reactant: CO[C:3]([C:5]1[N:6]=[C:7]([C:23]#[N:24])[C:8]2[C:13]([C:14]=1[OH:15])=[CH:12][CH:11]=[C:10]([O:16][C:17]1[CH:22]=[CH:21][CH:20]=[CH:19][CH:18]=1)[CH:9]=2)=[O:4].[NH2:25][CH2:26][CH2:27][CH2:28][CH2:29][C:30]([OH:32])=[O:31].C[O-].[Na+].CO.Cl. Product: [C:23]([C:7]1[C:8]2[C:13](=[CH:12][CH:11]=[C:10]([O:16][C:17]3[CH:22]=[CH:21][CH:20]=[CH:19][CH:18]=3)[CH:9]=2)[C:14]([OH:15])=[C:5]([C:3]([NH:25][CH2:26][CH2:27][CH2:28][CH2:29][C:30]([OH:32])=[O:31])=[O:4])[N:6]=1)#[N:24]. The catalyst class is: 6. (2) Reactant: [F:1][C:2]1[CH:21]=[C:20]([N+:22]([O-])=O)[C:19]([F:25])=[CH:18][C:3]=1[CH:4]=[C:5]1[CH2:10][CH2:9][N:8]([C:11]([O:13][C:14]([CH3:17])([CH3:16])[CH3:15])=[O:12])[CH2:7][CH2:6]1.[H][H]. Product: [NH2:22][C:20]1[C:19]([F:25])=[CH:18][C:3]([CH2:4][CH:5]2[CH2:10][CH2:9][N:8]([C:11]([O:13][C:14]([CH3:17])([CH3:16])[CH3:15])=[O:12])[CH2:7][CH2:6]2)=[C:2]([F:1])[CH:21]=1. The catalyst class is: 153. (3) Reactant: [CH3:1][C:2]1[S:6][C:5]([C:7]2[CH:8]=[CH:9][C:10]3[N:11]([C:26]4[CH:31]=[CH:30][C:29](CCCCCCCCBr)=[CH:28][CH:27]=4)[C:12]4[C:17]([C:18]=3[CH:19]=2)=[CH:16][C:15]([C:20]2[S:21][C:22]([CH3:25])=[CH:23][CH:24]=2)=[CH:14][CH:13]=4)=[CH:4][CH:3]=1.[C:41]([O-:44])(=[S:43])[CH3:42].[K+].[OH2:46]. Product: [C:41]([O:44][CH2:1][CH2:2][CH2:3][CH2:4][CH2:5][CH2:7][CH2:19][CH2:18][O:46][C:29]1[CH:30]=[CH:31][C:26]([N:11]2[C:12]3[CH:13]=[CH:14][C:15]([C:20]4[S:21][C:22]([CH3:25])=[CH:23][CH:24]=4)=[CH:16][C:17]=3[C:18]3[C:10]2=[CH:9][CH:8]=[C:7]([C:5]2[S:6][C:2]([CH3:1])=[CH:3][CH:4]=2)[CH:19]=3)=[CH:27][CH:28]=1)(=[S:43])[CH3:42]. The catalyst class is: 214. (4) Reactant: [F:1][C:2]1[CH:3]=[C:4]([C:14]2[NH:15][C:16]3[C:21]([N:22]=2)=[C:20]([C:23]2[CH:24]=[CH:25][C:26]([O:31][CH:32]4[CH2:37][CH2:36][NH:35][CH2:34][CH2:33]4)=[C:27]([CH:30]=2)[C:28]#[N:29])[N:19]=[CH:18][N:17]=3)[CH:5]=[CH:6][C:7]=1[N:8]1[CH2:13][CH2:12][O:11][CH2:10][CH2:9]1.[OH:38][CH2:39][C:40](O)=[O:41].CCN(C(C)C)C(C)C.CN(C(ON1N=NC2C=CC=NC1=2)=[N+](C)C)C.F[P-](F)(F)(F)(F)F. Product: [F:1][C:2]1[CH:3]=[C:4]([C:14]2[NH:15][C:16]3[C:21]([N:22]=2)=[C:20]([C:23]2[CH:24]=[CH:25][C:26]([O:31][CH:32]4[CH2:37][CH2:36][N:35]([C:39](=[O:38])[CH2:40][OH:41])[CH2:34][CH2:33]4)=[C:27]([CH:30]=2)[C:28]#[N:29])[N:19]=[CH:18][N:17]=3)[CH:5]=[CH:6][C:7]=1[N:8]1[CH2:9][CH2:10][O:11][CH2:12][CH2:13]1. The catalyst class is: 3. (5) Reactant: [Cl:1][C:2]1[CH:3]=[C:4]2[C:12](=[C:13]([NH:15][C:16](=[O:23])[C:17]3[CH:22]=[CH:21][CH:20]=[N:19][CH:18]=3)[CH:14]=1)[NH:11][C:10]1[CH:9]=[N:8][CH:7]=[C:6]([NH:24]C(=O)C(F)(F)F)[C:5]2=1.C([O-])([O-])=O.[K+].[K+]. Product: [NH2:24][C:6]1[C:5]2[C:4]3[C:12](=[C:13]([NH:15][C:16](=[O:23])[C:17]4[CH:22]=[CH:21][CH:20]=[N:19][CH:18]=4)[CH:14]=[C:2]([Cl:1])[CH:3]=3)[NH:11][C:10]=2[CH:9]=[N:8][CH:7]=1. The catalyst class is: 5. (6) The catalyst class is: 6. Reactant: [N:1]1([C:7]2[CH:14]=[CH:13][CH:12]=[CH:11][C:8]=2[C:9]#N)[CH2:6][CH2:5][CH2:4][CH2:3][CH2:2]1.[CH2:15]([Mg]Br)[CH2:16][CH2:17][CH3:18].Cl.[BH4-].[Na+].C1C[O:27]CC1. Product: [N:1]1([C:7]2[CH:14]=[CH:13][CH:12]=[CH:11][C:8]=2[CH:9]([OH:27])[CH2:15][CH2:16][CH2:17][CH3:18])[CH2:6][CH2:5][CH2:4][CH2:3][CH2:2]1. (7) Product: [C:1]([O:5][CH2:6][CH:7]1[N:11]([C:17]2[CH:24]=[CH:23][C:20]([C:21]#[N:22])=[C:19]([Cl:25])[CH:18]=2)[C:10](=[O:12])[C:9]([CH3:14])([CH3:13])[C:8]1=[O:15])([CH3:4])([CH3:2])[CH3:3]. The catalyst class is: 110. Reactant: [C:1]([O:5][CH2:6][CH:7]1[NH:11][C:10](=[O:12])[C:9]([CH3:14])([CH3:13])[C:8]1=[O:15])([CH3:4])([CH3:3])[CH3:2].Br[C:17]1[CH:24]=[CH:23][C:20]([C:21]#[N:22])=[C:19]([Cl:25])[CH:18]=1.C(=O)([O-])[O-].[Cs+].[Cs+].C1(P(C2C=CC=CC=2)C2C3OC4C(=CC=CC=4P(C4C=CC=CC=4)C4C=CC=CC=4)C(C)(C)C=3C=CC=2)C=CC=CC=1. (8) Product: [OH:28][C:25]1[CH:26]=[CH:27][C:22]([N:19]2[CH2:18][CH2:17][N:16]([C:13]3[CH:12]=[CH:11][C:10]([N:7]4[C:8](=[O:9])[N:4]([CH:1]([CH3:3])[CH3:2])[N:5]=[CH:6]4)=[CH:15][CH:14]=3)[CH2:21][CH2:20]2)=[CH:23][CH:24]=1. The catalyst class is: 201. Reactant: [CH:1]([N:4]1[C:8](=[O:9])[N:7]([C:10]2[CH:15]=[CH:14][C:13]([N:16]3[CH2:21][CH2:20][N:19]([C:22]4[CH:27]=[CH:26][C:25]([O:28]C)=[CH:24][CH:23]=4)[CH2:18][CH2:17]3)=[CH:12][CH:11]=2)[CH:6]=[N:5]1)([CH3:3])[CH3:2]. (9) Reactant: [Cl:1][C:2]1[CH:11]=[C:10]2[C:5]([CH:6]=[C:7]([C:25]3[NH:29][C:28](=[O:30])[NH:27][N:26]=3)[N:8]=[C:9]2[NH:12][C@H:13]2[CH2:17][CH2:16][N:15](C(OC(C)(C)C)=O)[CH2:14]2)=[CH:4][CH:3]=1. Product: [ClH:1].[Cl:1][C:2]1[CH:11]=[C:10]2[C:5]([CH:6]=[C:7]([C:25]3[NH:29][C:28](=[O:30])[NH:27][N:26]=3)[N:8]=[C:9]2[NH:12][C@H:13]2[CH2:17][CH2:16][NH:15][CH2:14]2)=[CH:4][CH:3]=1. The catalyst class is: 818. (10) Reactant: C1N(CCO)CCN(CCS(O)(=O)=O)C1.[CH:16]1[N:17]=[C:18]([NH2:59])[C:19]2[N:24]=[CH:23][N:22]([C@@H:25]3[O:29][C@H:28]([CH2:30][O:31][P:32]([O:35][P:36]([O:39][CH2:40][C@H:41]4[O:45][C@@H:44]([N:46]5[CH:51]=[C:50]([C:52]([NH2:54])=[O:53])[CH2:49][CH:48]=[CH:47]5)[C@H:43]([OH:55])[C@@H:42]4[OH:56])([OH:38])=[O:37])([OH:34])=[O:33])[C@@H:27]([OH:57])[C@H:26]3[OH:58])[C:20]=2[N:21]=1.[CH:60]1[CH:65]=[N+:64]([C@@H:66]2[O:70][C@H:69]([CH2:71][O:72][P:73]([O:76][P:77]([O:80][CH2:81][C@H:82]3[O:86][C@@H:85]([N:87]4[C:91]5[N:92]=[CH:93][N:94]=[C:95]([NH2:96])[C:90]=5[N:89]=[CH:88]4)[C@H:84]([OH:97])[C@@H:83]3[OH:98])([OH:79])=[O:78])([OH:75])=[O:74])[C@@H:68]([OH:99])[C@H:67]2[OH:100])[CH:63]=[C:62]([C:101]([NH2:103])=[O:102])[CH:61]=1.[C:104]([S:109][CH2:110][CH2:111][NH:112][C:113](=[O:156])[CH2:114][CH2:115][NH:116][C:117](=[O:155])[C@H:118]([OH:154])[C:119]([CH3:153])([CH3:152])[CH2:120][O:121][P:122]([OH:151])(=[O:150])[O:123][P:124]([OH:149])(=[O:148])[O:125][CH2:126][C@H:127]1[O:131][C@@H:130]([N:132]2[C:141]3[N:140]=[CH:139][N:138]=[C:136]([NH2:137])[C:135]=3[N:134]=[CH:133]2)[C@H:129]([OH:142])[C@@H:128]1[O:143][P:144]([OH:147])([OH:146])=[O:145])(=[O:108])/[CH:105]=[CH:106]/[CH3:107]. Product: [CH:16]1[N:17]=[C:18]([NH2:59])[C:19]2[N:24]=[CH:23][N:22]([C@@H:25]3[O:29][C@H:28]([CH2:30][O:31][P:32]([O:35][P:36]([O:39][CH2:40][C@H:41]4[O:45][C@@H:44]([N:46]5[CH:51]=[C:50]([C:52]([NH2:54])=[O:53])[CH2:49][CH:48]=[CH:47]5)[C@H:43]([OH:55])[C@@H:42]4[OH:56])([OH:38])=[O:37])([OH:34])=[O:33])[C@@H:27]([OH:57])[C@H:26]3[OH:58])[C:20]=2[N:21]=1.[CH:60]1[CH:65]=[N+:64]([C@@H:66]2[O:70][C@H:69]([CH2:71][O:72][P:73]([O:76][P:77]([O:80][CH2:81][C@H:82]3[O:86][C@@H:85]([N:87]4[C:91]5[N:92]=[CH:93][N:94]=[C:95]([NH2:96])[C:90]=5[N:89]=[CH:88]4)[C@H:84]([OH:97])[C@@H:83]3[OH:98])([OH:79])=[O:78])([OH:75])=[O:74])[C@@H:68]([OH:99])[C@H:67]2[OH:100])[CH:63]=[C:62]([C:101]([NH2:103])=[O:102])[CH:61]=1.[C:104]([S:109][CH2:110][CH2:111][NH:112][C:113](=[O:156])[CH2:114][CH2:115][NH:116][C:117](=[O:155])[C@H:118]([OH:154])[C:119]([CH3:152])([CH3:153])[CH2:120][O:121][P:122]([OH:151])(=[O:150])[O:123][P:124]([OH:149])(=[O:148])[O:125][CH2:126][C@H:127]1[O:131][C@@H:130]([N:132]2[C:141]3[N:140]=[CH:139][N:138]=[C:136]([NH2:137])[C:135]=3[N:134]=[CH:133]2)[C@H:129]([OH:142])[C@@H:128]1[O:143][P:144]([OH:147])([OH:146])=[O:145])(=[O:108])/[CH:105]=[CH:106]/[CH3:107]. The catalyst class is: 16.